This data is from Full USPTO retrosynthesis dataset with 1.9M reactions from patents (1976-2016). The task is: Predict the reactants needed to synthesize the given product. (1) Given the product [Cl:1][C:2]1[C:3]([O:28][CH2:29][CH2:30][CH2:31][O:32][CH3:33])=[CH:4][C:5]2[CH2:14][CH:13]([C:15]([CH3:20])([CH3:19])[CH2:16][O:17][CH3:18])[N:12]3[C:7](=[CH:8][C:9](=[O:26])[C:10]([C:21]([OH:23])=[O:22])=[CH:11]3)[C:6]=2[CH:27]=1, predict the reactants needed to synthesize it. The reactants are: [Cl:1][C:2]1[C:3]([O:28][CH2:29][CH2:30][CH2:31][O:32][CH3:33])=[CH:4][C:5]2[CH2:14][CH:13]([C:15]([CH3:20])([CH3:19])[CH2:16][O:17][CH3:18])[N:12]3[C:7](=[CH:8][C:9](=[O:26])[C:10]([C:21]([O:23]CC)=[O:22])=[CH:11]3)[C:6]=2[CH:27]=1.[Li+].[OH-].Cl. (2) Given the product [CH2:1]([O:3][C:4]([C@@H:6]1[C@H:8]([C:9]2[CH:14]=[CH:13][CH:12]=[CH:11][CH:10]=2)[C@H:7]1[C:15]1[CH:20]=[CH:19][C:18]([NH2:21])=[C:17]([Br:24])[CH:16]=1)=[O:5])[CH3:2], predict the reactants needed to synthesize it. The reactants are: [CH2:1]([O:3][C:4]([C@@H:6]1[C@H:8]([C:9]2[CH:14]=[CH:13][CH:12]=[CH:11][CH:10]=2)[C@H:7]1[C:15]1[CH:20]=[CH:19][C:18]([N+:21]([O-])=O)=[C:17]([Br:24])[CH:16]=1)=[O:5])[CH3:2]. (3) Given the product [CH2:13]([O:10][C@@H:2]1[CH2:1][O:5][C@@H:4]2[C@@H:6]([O:9][CH2:19][CH:18]=[CH2:17])[CH2:7][O:8][C@H:3]12)[CH:12]=[CH2:15], predict the reactants needed to synthesize it. The reactants are: [CH2:1]1[O:5][C@@H:4]2[C@@H:6]([OH:9])[CH2:7][O:8][C@@H:3]2[C@@H:2]1[OH:10].C[C:12]([CH3:15])([O-])[CH3:13].[K+].[CH2:17](Br)[CH:18]=[CH2:19].